From a dataset of Catalyst prediction with 721,799 reactions and 888 catalyst types from USPTO. Predict which catalyst facilitates the given reaction. (1) Reactant: [Cl:1][C:2]1[C:7]([C:8]([NH:10][CH2:11][C:12](=[O:14])[CH3:13])=O)=[CH:6][CH:5]=[C:4]([CH3:15])[N:3]=1.CC[N+](S(N=C(OC)[O-])(=O)=O)(CC)CC. Product: [Cl:1][C:2]1[C:7]([C:8]2[O:14][C:12]([CH3:13])=[CH:11][N:10]=2)=[CH:6][CH:5]=[C:4]([CH3:15])[N:3]=1. The catalyst class is: 1. (2) Reactant: [Li].[C:2]([N:10]1[CH2:14][CH2:13][CH2:12][C@H:11]1[CH2:15][F:16])(=O)[C:3]1[CH:8]=[CH:7][CH:6]=[CH:5][CH:4]=1.[H-].[Al+3].[Li+].[H-].[H-].[H-].C(OCC)C. Product: [CH2:2]([N:10]1[CH2:14][CH2:13][CH2:12][C@H:11]1[CH2:15][F:16])[C:3]1[CH:8]=[CH:7][CH:6]=[CH:5][CH:4]=1. The catalyst class is: 30. (3) Reactant: [CH3:1][S:2][C:3]1[CH:12]=[CH:11][C:10]([NH2:13])=[CH:9][C:4]=1[C:5]([O:7][CH3:8])=[O:6].[CH:14](OCC)(OCC)OCC.[N-:24]=[N+:25]=[N-:26].[Na+]. Product: [CH3:1][S:2][C:3]1[CH:12]=[CH:11][C:10]([N:13]2[CH:14]=[N:26][N:25]=[N:24]2)=[CH:9][C:4]=1[C:5]([O:7][CH3:8])=[O:6]. The catalyst class is: 86. (4) Reactant: [Cl:1][C:2]1[CH:3]=[C:4]([CH:9]2[CH2:13][N:12]([C:14]([C:16]3[CH:17]=[N:18][C:19]([O:22][CH3:23])=[CH:20][CH:21]=3)=[O:15])[CH2:11][CH:10]2[C:24](=[O:26])[CH3:25])[CH:5]=[CH:6][C:7]=1[Cl:8].[Li+].[BH4-]. Product: [Cl:1][C:2]1[CH:3]=[C:4]([CH:9]2[CH:10]([CH:24]([OH:26])[CH3:25])[CH2:11][N:12]([C:14]([C:16]3[CH:17]=[N:18][C:19]([O:22][CH3:23])=[CH:20][CH:21]=3)=[O:15])[CH2:13]2)[CH:5]=[CH:6][C:7]=1[Cl:8]. The catalyst class is: 5. (5) Reactant: [C:1]([C:5]1[CH:10]=[CH:9][CH:8]=[CH:7][C:6]=1[N:11]1[CH2:16][CH2:15][N:14]([C:17](=[O:23])[C:18]([O:20]CC)=[O:19])[CH2:13][CH2:12]1)([CH3:4])([CH3:3])[CH3:2].[OH-].[Li+]. Product: [C:1]([C:5]1[CH:10]=[CH:9][CH:8]=[CH:7][C:6]=1[N:11]1[CH2:12][CH2:13][N:14]([C:17](=[O:23])[C:18]([OH:20])=[O:19])[CH2:15][CH2:16]1)([CH3:4])([CH3:2])[CH3:3]. The catalyst class is: 20. (6) Reactant: ClCCl.[NH2:4][CH2:5][CH2:6][CH2:7][O:8][C:9]1[CH:10]=[N:11][C:12]([N:15]2[C:20](=[O:21])[C:19]([CH2:22][C:23]3[CH:28]=[CH:27][C:26]([C:29]4[C:30]([C:35]#[N:36])=[CH:31][CH:32]=[CH:33][CH:34]=4)=[CH:25][CH:24]=3)=[C:18]([CH2:37][CH2:38][CH2:39][CH3:40])[N:17]=[C:16]2[CH3:41])=[N:13][CH:14]=1.N1C=CC=CC=1.[C:48](Cl)(=[O:50])[CH3:49]. Product: [CH2:37]([C:18]1[N:17]=[C:16]([CH3:41])[N:15]([C:12]2[N:13]=[CH:14][C:9]([O:8][CH2:7][CH2:6][CH2:5][NH:4][C:48](=[O:50])[CH3:49])=[CH:10][N:11]=2)[C:20](=[O:21])[C:19]=1[CH2:22][C:23]1[CH:28]=[CH:27][C:26]([C:29]2[CH:34]=[CH:33][CH:32]=[CH:31][C:30]=2[C:35]#[N:36])=[CH:25][CH:24]=1)[CH2:38][CH2:39][CH3:40]. The catalyst class is: 6. (7) Reactant: [C:1]([O:5][C:6]([N:8]1[CH2:13][CH2:12][C:11](=O)[C:10](=[CH:15]N(C)C)[CH2:9]1)=[O:7])([CH3:4])([CH3:3])[CH3:2].O.Cl.[C:21]([NH2:29])(=[NH:28])[C:22]1[CH:27]=[CH:26][CH:25]=[CH:24][CH:23]=1.[Na].[O-]CC. Product: [C:1]([O:5][C:6]([N:8]1[CH2:13][CH2:12][C:11]2[N:28]=[C:21]([C:22]3[CH:27]=[CH:26][CH:25]=[CH:24][CH:23]=3)[N:29]=[CH:15][C:10]=2[CH2:9]1)=[O:7])([CH3:4])([CH3:2])[CH3:3]. The catalyst class is: 8.